From a dataset of Forward reaction prediction with 1.9M reactions from USPTO patents (1976-2016). Predict the product of the given reaction. (1) Given the reactants [N:1]1([C:7]2[CH:12]=[CH:11][N:10]=[C:9]3[NH:13][CH:14]=[C:15]([NH:16][C:17](=[O:24])[C:18]4[CH:23]=[CH:22][CH:21]=[N:20][CH:19]=4)[C:8]=23)[CH2:6][CH2:5][NH:4][CH2:3][CH2:2]1.[C:25]([O:29][C:30]([N:32]([CH:45]([CH3:47])[CH3:46])[CH2:33][C@H:34]([C:38]1[CH:43]=[CH:42][C:41]([Cl:44])=[CH:40][CH:39]=1)[C:35](O)=[O:36])=[O:31])([CH3:28])([CH3:27])[CH3:26].C1C=CC2N(O)N=NC=2C=1.O.CCN=C=NCCCN(C)C.CCN(C(C)C)C(C)C.C([O-])([O-])=O.[Na+].[Na+], predict the reaction product. The product is: [Cl:44][C:41]1[CH:42]=[CH:43][C:38]([C@H:34]([C:35]([N:4]2[CH2:3][CH2:2][N:1]([C:7]3[CH:12]=[CH:11][N:10]=[C:9]4[NH:13][CH:14]=[C:15]([NH:16][C:17](=[O:24])[C:18]5[CH:23]=[CH:22][CH:21]=[N:20][CH:19]=5)[C:8]=34)[CH2:6][CH2:5]2)=[O:36])[CH2:33][N:32]([CH:45]([CH3:46])[CH3:47])[C:30](=[O:31])[O:29][C:25]([CH3:27])([CH3:26])[CH3:28])=[CH:39][CH:40]=1. (2) Given the reactants Br[C:2]1[S:6][C:5]([C:7]([NH2:9])=[O:8])=[C:4]([NH:10][CH2:11][CH:12]([F:14])[F:13])[CH:3]=1.[C:15]1(=O)[CH2:19][CH2:18][CH2:17][CH2:16]1.CC1(C)C2(CS(O)(=O)=O)C(CC1CC2)=O.[O-]S([O-])(=O)=O.[Mg+2].C([O-])(O)=O.[Na+].[CH3:47][C:48]1[C:52](B2OC(C)(C)C(C)(C)O2)=[CH:51][N:50](C(OC(C)(C)C)=O)[N:49]=1.C(=O)([O-])[O-].[Na+].[Na+], predict the reaction product. The product is: [F:13][CH:12]([F:14])[CH2:11][N:10]1[C:4]2[CH:3]=[C:2]([C:52]3[CH:51]=[N:50][NH:49][C:48]=3[CH3:47])[S:6][C:5]=2[C:7](=[O:8])[NH:9][C:15]21[CH2:19][CH2:18][CH2:17][CH2:16]2.